This data is from NCI-60 drug combinations with 297,098 pairs across 59 cell lines. The task is: Regression. Given two drug SMILES strings and cell line genomic features, predict the synergy score measuring deviation from expected non-interaction effect. Drug 1: CC1=C(C(=O)C2=C(C1=O)N3CC4C(C3(C2COC(=O)N)OC)N4)N. Drug 2: B(C(CC(C)C)NC(=O)C(CC1=CC=CC=C1)NC(=O)C2=NC=CN=C2)(O)O. Cell line: NCI-H522. Synergy scores: CSS=42.3, Synergy_ZIP=-3.17, Synergy_Bliss=3.51, Synergy_Loewe=-3.36, Synergy_HSA=3.12.